This data is from Reaction yield outcomes from USPTO patents with 853,638 reactions. The task is: Predict the reaction yield, written as a fraction of the theoretical maximum amount of product (1.0 means a 100% yield; for example, 0.34 means a 34% yield). (1) The reactants are [CH2:1]([N:8]1[C:12]([C:13]2[CH:18]=[CH:17][C:16]([C:19]([CH3:22])([CH3:21])[CH3:20])=[CH:15][CH:14]=2)=[C:11]([OH:23])[C:10]([C:24](=[N:26][NH:27][C:28]([C:30]2[CH:39]=[CH:38][C:33]([C:34]([O:36]C)=[O:35])=[CH:32][CH:31]=2)=[O:29])[CH3:25])=[N:9]1)[C:2]1[CH:7]=[CH:6][CH:5]=[CH:4][CH:3]=1.CO.[OH-].[Na+].Cl. The catalyst is O. The product is [CH2:1]([N:8]1[C:12]([C:13]2[CH:14]=[CH:15][C:16]([C:19]([CH3:22])([CH3:20])[CH3:21])=[CH:17][CH:18]=2)=[C:11]([OH:23])[C:10]([C:24](=[N:26][NH:27][C:28]([C:30]2[CH:39]=[CH:38][C:33]([C:34]([OH:36])=[O:35])=[CH:32][CH:31]=2)=[O:29])[CH3:25])=[N:9]1)[C:2]1[CH:3]=[CH:4][CH:5]=[CH:6][CH:7]=1. The yield is 0.690. (2) The reactants are [Si]([O:8][CH2:9][CH2:10][N:11]1[CH:15]=[C:14]([CH2:16][O:17][C:18]2[C:27]3[C:22](=[CH:23][CH:24]=[CH:25][CH:26]=3)[C:21]3=[N:28][N:29]=[C:30]([C:31]4[CH:35]=[C:34]([CH3:36])[O:33][N:32]=4)[N:20]3[N:19]=2)[N:13]=[N:12]1)(C(C)(C)C)(C)C.C1(C)C=CC(S([O-])(=O)=O)=CC=1.[NH+]1C=CC=CC=1. No catalyst specified. The product is [CH3:36][C:34]1[O:33][N:32]=[C:31]([C:30]2[N:20]3[N:19]=[C:18]([O:17][CH2:16][C:14]4[N:13]=[N:12][N:11]([CH2:10][CH2:9][OH:8])[CH:15]=4)[C:27]4[C:22]([C:21]3=[N:28][N:29]=2)=[CH:23][CH:24]=[CH:25][CH:26]=4)[CH:35]=1. The yield is 0.760. (3) The reactants are [C:1]([O:5][C:6]([N:8]1[CH2:13][CH2:12][C:11](=O)[CH2:10][CH2:9]1)=[O:7])([CH3:4])([CH3:3])[CH3:2].[CH2:15]([NH2:17])[CH3:16].C(O)(=O)C.C(O[BH-](OC(=O)C)OC(=O)C)(=O)C.[Na+]. The catalyst is C1COCC1. The product is [C:1]([O:5][C:6]([N:8]1[CH2:13][CH2:12][CH:11]([NH:17][CH2:15][CH3:16])[CH2:10][CH2:9]1)=[O:7])([CH3:4])([CH3:3])[CH3:2]. The yield is 0.990. (4) The reactants are [C:1]1([C@H:13]2[CH2:18][CH2:17][C@H:16]([CH2:19][NH2:20])[CH2:15][CH2:14]2)[N:2]=[N:3][N:4]2[C:9]=1[C:8]1[CH:10]=[CH:11][NH:12][C:7]=1[N:6]=[CH:5]2.[C:21]([CH2:23][C:24](O)=[O:25])#[N:22].F[P-](F)(F)(F)(F)F.N1(OC(N(C)C)=[N+](C)C)C2N=CC=CC=2N=N1.C(N(CC)C(C)C)(C)C. The catalyst is CN(C)C=O.O. The product is [C:1]1([C@H:13]2[CH2:14][CH2:15][C@H:16]([CH2:19][NH:20][C:24](=[O:25])[CH2:23][C:21]#[N:22])[CH2:17][CH2:18]2)[N:2]=[N:3][N:4]2[C:9]=1[C:8]1[CH:10]=[CH:11][NH:12][C:7]=1[N:6]=[CH:5]2. The yield is 0.230.